From a dataset of Forward reaction prediction with 1.9M reactions from USPTO patents (1976-2016). Predict the product of the given reaction. (1) The product is: [Cl:1][C:2]1[CH:7]=[C:6]([CH:5]=[C:4]([Cl:11])[C:3]=1[CH:12]1[CH2:13][CH2:14]1)[NH2:8]. Given the reactants [Cl:1][C:2]1[CH:7]=[C:6]([N+:8]([O-])=O)[CH:5]=[C:4]([Cl:11])[C:3]=1[CH:12]1[CH2:14][CH2:13]1.O.[Cl-].[NH4+].C(=O)([O-])[O-].[Na+].[Na+], predict the reaction product. (2) Given the reactants [F:1][C:2]1[CH:3]=[C:4]([CH2:9][C:10]([NH:12][C@H:13]([C:15]([OH:17])=O)[CH3:14])=[O:11])[CH:5]=[C:6]([F:8])[CH:7]=1.[NH2:18][CH:19]1[CH2:28][C:27]2[C:22](=[CH:23][CH:24]=[CH:25][CH:26]=2)[N:21]([CH2:29][C:30]2[CH:35]=[CH:34][CH:33]=[CH:32][CH:31]=2)[C:20]1=[O:36], predict the reaction product. The product is: [CH2:29]([N:21]1[C:22]2[C:27](=[CH:26][CH:25]=[CH:24][CH:23]=2)[CH2:28][CH:19]([NH:18][C:15](=[O:17])[C@H:13]([CH3:14])[NH:12][C:10](=[O:11])[CH2:9][C:4]2[CH:5]=[C:6]([F:8])[CH:7]=[C:2]([F:1])[CH:3]=2)[C:20]1=[O:36])[C:30]1[CH:31]=[CH:32][CH:33]=[CH:34][CH:35]=1. (3) Given the reactants [NH2:1][C:2]1[CH:10]=[C:9]([CH3:11])[CH:8]=[CH:7][C:3]=1[C:4]([NH2:6])=[O:5].[F:12][C:13]([F:24])([C:17]1[CH:22]=[CH:21][C:20]([F:23])=[CH:19][N:18]=1)[C:14]([O-])=O.[Na+].C[Si](OP(=O)=O)(C)C.O, predict the reaction product. The product is: [F:24][C:13]([F:12])([C:17]1[CH:22]=[CH:21][C:20]([F:23])=[CH:19][N:18]=1)[C:14]1[N:6]=[C:4]([OH:5])[C:3]2[C:2](=[CH:10][C:9]([CH3:11])=[CH:8][CH:7]=2)[N:1]=1. (4) Given the reactants [OH-].[Na+].[Br:3][C:4]1[CH:5]=[C:6]2[C:11](=[CH:12][CH:13]=1)[N:10]=[C:9]([O:14][CH3:15])[C:8]([CH:16](Br)[C:17]1[CH:22]=[CH:21][CH:20]=[CH:19][CH:18]=1)=[CH:7]2.[NH:24]1[CH:28]=[CH:27][CH:26]=[N:25]1, predict the reaction product. The product is: [Br:3][C:4]1[CH:5]=[C:6]2[C:11](=[CH:12][CH:13]=1)[N:10]=[C:9]([O:14][CH3:15])[C:8]([CH:16]([C:17]1[CH:22]=[CH:21][CH:20]=[CH:19][CH:18]=1)[N:24]1[CH:28]=[CH:27][CH:26]=[N:25]1)=[CH:7]2. (5) Given the reactants [Cl:1][C:2]1[CH:7]=[C:6]([C:8]([F:11])([F:10])[F:9])[CH:5]=[CH:4][C:3]=1[C:12]1[C:13](=[O:32])[O:14][C:15]2[C:20]([C:21]=1[CH2:22][C:23]1[CH:28]=[CH:27][C:26]([OH:29])=[CH:25][CH:24]=1)=[CH:19][CH:18]=[C:17]([O:30][CH3:31])[CH:16]=2.Cl.Cl[CH2:35][CH2:36][N:37]1[CH2:41][CH2:40][CH2:39][CH2:38]1.C([O-])([O-])=O.[K+].[K+].[2H]C(Cl)(Cl)Cl.O, predict the reaction product. The product is: [Cl:1][C:2]1[CH:7]=[C:6]([C:8]([F:10])([F:9])[F:11])[CH:5]=[CH:4][C:3]=1[C:12]1[C:13](=[O:32])[O:14][C:15]2[C:20]([C:21]=1[CH2:22][C:23]1[CH:28]=[CH:27][C:26]([O:29][CH2:35][CH2:36][N:37]3[CH2:41][CH2:40][CH2:39][CH2:38]3)=[CH:25][CH:24]=1)=[CH:19][CH:18]=[C:17]([O:30][CH3:31])[CH:16]=2. (6) The product is: [C:34]([O:38][C:39]([NH:41][CH2:42][C@H:43]1[CH2:48][CH2:47][C@H:46]([C:49]([NH:51][C@H:52]([C:69](=[O:82])[NH:70][C:71]2[CH:76]=[CH:75][C:74]([C:77]3[N:78]=[N:79][NH:80][N:81]=3)=[CH:73][CH:72]=2)[CH2:53][C:54]2[CH:59]=[CH:58][C:57]([C:60]3[CH:65]=[CH:64][CH:63]=[C:62]([C:66]([NH:83][CH:84]4[CH2:85][CH2:86][N:87]([C:90]([O:92][C:93]([CH3:96])([CH3:95])[CH3:94])=[O:91])[CH2:88][CH2:89]4)=[O:67])[CH:61]=3)=[CH:56][CH:55]=2)=[O:50])[CH2:45][CH2:44]1)=[O:40])([CH3:37])([CH3:35])[CH3:36]. Given the reactants F[P-](F)(F)(F)(F)F.CN(C(ON1C2=NC=CC=C2N=N1)=[N+](C)C)C.C(N(CC)C(C)C)(C)C.[C:34]([O:38][C:39]([NH:41][CH2:42][C@H:43]1[CH2:48][CH2:47][C@H:46]([C:49]([NH:51][C@H:52]([C:69](=[O:82])[NH:70][C:71]2[CH:76]=[CH:75][C:74]([C:77]3[N:78]=[N:79][NH:80][N:81]=3)=[CH:73][CH:72]=2)[CH2:53][C:54]2[CH:59]=[CH:58][C:57]([C:60]3[CH:65]=[CH:64][CH:63]=[C:62]([C:66](O)=[O:67])[CH:61]=3)=[CH:56][CH:55]=2)=[O:50])[CH2:45][CH2:44]1)=[O:40])([CH3:37])([CH3:36])[CH3:35].[NH2:83][CH:84]1[CH2:89][CH2:88][N:87]([C:90]([O:92][C:93]([CH3:96])([CH3:95])[CH3:94])=[O:91])[CH2:86][CH2:85]1, predict the reaction product. (7) Given the reactants [Br:1][C:2]1[CH:16]=[CH:15][C:5]2[NH:6][C:7]([C:9]3[CH:14]=[CH:13][CH:12]=[CH:11][N:10]=3)=[N:8][C:4]=2[CH:3]=1.[C:17](O[C:17]([O:19][C:20]([CH3:23])([CH3:22])[CH3:21])=[O:18])([O:19][C:20]([CH3:23])([CH3:22])[CH3:21])=[O:18], predict the reaction product. The product is: [Br:1][C:2]1[CH:16]=[CH:15][C:5]2[N:6]([C:17]([O:19][C:20]([CH3:23])([CH3:22])[CH3:21])=[O:18])[C:7]([C:9]3[CH:14]=[CH:13][CH:12]=[CH:11][N:10]=3)=[N:8][C:4]=2[CH:3]=1.